Dataset: Forward reaction prediction with 1.9M reactions from USPTO patents (1976-2016). Task: Predict the product of the given reaction. (1) Given the reactants [OH:1][C:2]1[CH:9]=[CH:8][C:5]([C:6]#[N:7])=[CH:4][CH:3]=1.[Br:10][CH2:11][CH2:12][CH2:13]Br, predict the reaction product. The product is: [Br:10][CH2:11][CH2:12][CH2:13][O:1][C:2]1[CH:9]=[CH:8][C:5]([C:6]#[N:7])=[CH:4][CH:3]=1. (2) Given the reactants [I:1][C:2]1[C:7]([CH3:8])=[CH:6][N:5]=[C:4]([CH2:9][NH:10][C:11]2[C:16]([NH2:17])=[C:15]([Cl:18])[N:14]=[C:13]([NH2:19])[N:12]=2)[C:3]=1[CH3:20].Cl[C:22](Cl)([O:24]C(=O)OC(Cl)(Cl)Cl)Cl, predict the reaction product. The product is: [NH2:19][C:13]1[N:12]=[C:11]2[C:16]([NH:17][C:22](=[O:24])[N:10]2[CH2:9][C:4]2[C:3]([CH3:20])=[C:2]([I:1])[C:7]([CH3:8])=[CH:6][N:5]=2)=[C:15]([Cl:18])[N:14]=1. (3) Given the reactants F[CH:2]([O:7][C:8]([F:23])([F:22])[C:9]([F:21])([F:20])[C:10]([F:19])([F:18])[C:11]([F:17])([F:16])[S:12]([O-:15])(=[O:14])=[O:13])[C:3]([F:6])([F:5])[F:4].[CH3:24][C:25]1[CH:26]=[C:27]([S+:33]([CH3:35])[CH3:34])[CH:28]=[C:29]([CH3:32])[C:30]=1[OH:31].[C:36](OC(=O)C)(=[O:38])[CH3:37].C(=O)([O-])[O-].[K+].[K+], predict the reaction product. The product is: [F:6][C:3]([F:4])([F:5])[CH2:2][O:7][C:8]([F:22])([F:23])[C:9]([F:20])([F:21])[C:10]([F:18])([F:19])[C:11]([F:16])([F:17])[S:12]([O-:15])(=[O:14])=[O:13].[CH3:24][C:25]1[CH:26]=[C:27]([S+:33]([CH3:35])[CH3:34])[CH:28]=[C:29]([CH3:32])[C:30]=1[O:31][C:36](=[O:38])[CH3:37]. (4) Given the reactants [CH2:1]([N:3]([CH2:51][CH3:52])[C@H:4]([C:45]1[CH:50]=[CH:49][CH:48]=[CH:47][CH:46]=1)[C:5]([N:7]1[CH2:11][CH2:10][CH2:9][C@H:8]1[C:12]([NH:14][C:15]1[CH:20]=[CH:19][C:18]([CH2:21][N:22]([C:38]2[CH:43]=[CH:42][C:41]([F:44])=[CH:40][CH:39]=2)[CH2:23][C:24]2[CH:29]=[CH:28][C:27]([NH:30][C:31]([C@@H:33]3[CH2:37][CH2:36][CH2:35][NH:34]3)=[O:32])=[CH:26][CH:25]=2)=[CH:17][CH:16]=1)=[O:13])=[O:6])[CH3:2].[C:53]1([C@@H:59]([N:63]2[CH2:67][CH2:66][CH2:65][CH2:64]2)[C:60](O)=[O:61])[CH:58]=[CH:57][CH:56]=[CH:55][CH:54]=1, predict the reaction product. The product is: [CH2:51]([N:3]([CH2:1][CH3:2])[C@H:4]([C:45]1[CH:50]=[CH:49][CH:48]=[CH:47][CH:46]=1)[C:5]([N:7]1[CH2:11][CH2:10][CH2:9][C@H:8]1[C:12]([NH:14][C:15]1[CH:16]=[CH:17][C:18]([CH2:21][N:22]([C:38]2[CH:39]=[CH:40][C:41]([F:44])=[CH:42][CH:43]=2)[CH2:23][C:24]2[CH:29]=[CH:28][C:27]([NH:30][C:31]([C@@H:33]3[CH2:37][CH2:36][CH2:35][N:34]3[C:60](=[O:61])[C@@H:59]([C:53]3[CH:58]=[CH:57][CH:56]=[CH:55][CH:54]=3)[N:63]3[CH2:64][CH2:65][CH2:66][CH2:67]3)=[O:32])=[CH:26][CH:25]=2)=[CH:19][CH:20]=1)=[O:13])=[O:6])[CH3:52].